Dataset: Catalyst prediction with 721,799 reactions and 888 catalyst types from USPTO. Task: Predict which catalyst facilitates the given reaction. Reactant: [CH3:1][O:2][C:3]1[C:8]2[O:9][CH2:10][CH2:11][O:12][C:7]=2[C:6]([C:13]2([CH:20]=[CH:21][C:22]([OH:24])=O)[CH2:18][CH2:17][C:16](=[O:19])[CH2:15][CH2:14]2)=[CH:5][CH:4]=1.O[N:26]1C2C=CC=CC=2N=N1.CN(C)CCCN=C=NCC.O. Product: [CH3:1][O:2][C:3]1[C:8]2[O:9][CH2:10][CH2:11][O:12][C:7]=2[C:6]([C:13]2([CH:20]=[CH:21][C:22]([NH2:26])=[O:24])[CH2:18][CH2:17][C:16](=[O:19])[CH2:15][CH2:14]2)=[CH:5][CH:4]=1. The catalyst class is: 9.